Dataset: Full USPTO retrosynthesis dataset with 1.9M reactions from patents (1976-2016). Task: Predict the reactants needed to synthesize the given product. The reactants are: [CH3:1][N:2]([CH3:15])[CH2:3][CH2:4][CH2:5][CH2:6][CH2:7][CH2:8][CH2:9][CH2:10][CH2:11][CH2:12][CH2:13][CH3:14].[C:16](=[O:21])([O:19]C)[O:17][CH3:18]. Given the product [CH3:18][O:17][C:16](=[O:19])[O-:21].[CH3:1][N+:2]([CH3:16])([CH3:15])[CH2:3][CH2:4][CH2:5][CH2:6][CH2:7][CH2:8][CH2:9][CH2:10][CH2:11][CH2:12][CH2:13][CH3:14], predict the reactants needed to synthesize it.